From a dataset of Experimentally validated miRNA-target interactions with 360,000+ pairs, plus equal number of negative samples. Binary Classification. Given a miRNA mature sequence and a target amino acid sequence, predict their likelihood of interaction. (1) The miRNA is hsa-miR-6756-5p with sequence AGGGUGGGGCUGGAGGUGGGGCU. Result: 1 (interaction). The protein sequence of the target gene is MSGRSVRAETRSRAKDDIKRVMAAIEKVRKWEKKWVTVGDTSLRIYKWVPVTEPKVDDKNKNKKKGKDEKCGSEVTTPENSSSPGMMDMHDDNSNQSSIADASPIKQENSSNSSPAPEPNSAVPSDGTEAKVDEAQADGKEHPGAEDASDEQNSQSSMEHSMNSSEKVDRQPSGDSGLAAETSAISQDLEGVPPSKKMKLEASQQNSEEM. (2) Result: 1 (interaction). The miRNA is hsa-miR-940 with sequence AAGGCAGGGCCCCCGCUCCCC. The protein sequence of the target gene is MQRRRRPPPPTSRLPEGCGGGGGGSEEVEVQFSAGRWGSAAAVSAAAAAATRSTEEEEERLEREHFWKIINAFRYYGTSMHERVNRTERQFRSLPANQQKLLPQFLLHLDKIRKCIDHNQEILLTIVNDCIHMFENKEYGEDGNGKIMPASTFDMDKLKSTLKQFVRDWSETGKAERDACYQPIIKEILKNFPKERWDPSKVNILVPGAGLGRLAWEIAMLGYACQGNEWSFFMLFSSNFVLNRCSEINKYKLYPWIHQFSNNRRSADQIRPIFFPDVDPHSLPPGSNFSMTAGDFQEIY.... (3) The miRNA is hsa-miR-193b-3p with sequence AACUGGCCCUCAAAGUCCCGCU. The protein sequence of the target gene is MEVSRRKAPPRPPRPAAPLPLLAYLLALAAPGRGADEPVWRSEQAIGAIAASQEDGVFVASGSCLDQLDYSLEHSLSRLYRDQAGNCTEPVSLAPPARPRPGSSFSKLLLPYREGAAGLGGLLLTGWTFDRGACEVRPLGNLSRNSLRNGTEVVSCHPQGSTAGVVYRAGRNNRWYLAVAATYVLPEPETASRCNPAASDHDTAIALKDTEGRSLATQELGRLKLCEGAGSLHFVDAFLWNGSIYFPYYPYNYTSGAATGWPSMARIAQSTEVLFQGQASLDCGHGHPDGRRLLLSSSLV.... Result: 1 (interaction).